Dataset: Full USPTO retrosynthesis dataset with 1.9M reactions from patents (1976-2016). Task: Predict the reactants needed to synthesize the given product. (1) Given the product [F:22][C:17]1[CH:16]=[C:15]([N:8]2[C:9]3[CH:14]=[CH:13][CH:12]=[CH:11][C:10]=3[N:6]([CH2:5][CH2:4][CH2:3][CH2:2][NH:29][CH3:28])[S:7]2(=[O:24])=[O:23])[CH:20]=[CH:19][C:18]=1[F:21], predict the reactants needed to synthesize it. The reactants are: Br[CH2:2][CH2:3][CH2:4][CH2:5][N:6]1[C:10]2[CH:11]=[CH:12][CH:13]=[CH:14][C:9]=2[N:8]([C:15]2[CH:20]=[CH:19][C:18]([F:21])=[C:17]([F:22])[CH:16]=2)[S:7]1(=[O:24])=[O:23].C(O)C.[CH3:28][NH2:29]. (2) Given the product [CH2:8]1[CH:9]2[CH:14]([CH2:13][C:12]3[CH:16]=[CH:17][CH:18]=[CH:19][C:11]=3[CH2:10]2)[CH2:15][NH:7]1, predict the reactants needed to synthesize it. The reactants are: [OH-].[K+].FC(F)(F)C([N:7]1[CH2:15][C@@H:14]2[C@H:9]([CH2:10][C:11]3[CH:19]=[CH:18][CH:17]=[CH:16][C:12]=3[CH2:13]2)[CH2:8]1)=O.